Dataset: Reaction yield outcomes from USPTO patents with 853,638 reactions. Task: Predict the reaction yield, written as a fraction of the theoretical maximum amount of product (1.0 means a 100% yield; for example, 0.34 means a 34% yield). The reactants are C([O:3][C:4]([C:6]1[N:7]([C:12]2[CH:17]=[CH:16][C:15]([OH:18])=[CH:14][CH:13]=2)[N:8]=[C:9]([CH3:11])[CH:10]=1)=O)C.[H-].[Al+3].[Li+].[H-].[H-].[H-]. The catalyst is O1CCCC1. The product is [OH:3][CH2:4][C:6]1[N:7]([C:12]2[CH:17]=[CH:16][C:15]([OH:18])=[CH:14][CH:13]=2)[N:8]=[C:9]([CH3:11])[CH:10]=1. The yield is 1.00.